Dataset: Forward reaction prediction with 1.9M reactions from USPTO patents (1976-2016). Task: Predict the product of the given reaction. The product is: [Cl:1][C:16]1([CH:17]=[N:18][OH:19])[CH:15]=[CH:14][C:13]([C:9]([CH3:12])([CH3:10])[CH3:11])=[CH:21][CH2:20]1. Given the reactants [Cl:1]N1C(=O)CCC1=O.[C:9]([C:13]1[CH:21]=[CH:20][C:16]([CH:17]=[N:18][OH:19])=[CH:15][CH:14]=1)([CH3:12])([CH3:11])[CH3:10].O, predict the reaction product.